This data is from Full USPTO retrosynthesis dataset with 1.9M reactions from patents (1976-2016). The task is: Predict the reactants needed to synthesize the given product. (1) Given the product [F:28][C:29]1[CH:56]=[C:55]([F:57])[CH:54]=[CH:53][C:30]=1[O:31][C:32]1[CH:37]=[CH:36][C:35]([NH:38][S:39]([CH2:42][CH3:43])(=[O:40])=[O:41])=[CH:34][C:33]=1[C:16]1[C:17]2[O:26][CH:25]=[N:24][C:18]=2[C:19](=[O:23])[N:20]([CH3:22])[CH:21]=1, predict the reactants needed to synthesize it. The reactants are: C1(COC2C=CC(S(C)(=O)=O)=CC=2[C:16]2[C:17]3[O:26][C:25](C)=[N:24][C:18]=3[C:19](=[O:23])[N:20]([CH3:22])[CH:21]=2)CC1.[F:28][C:29]1[CH:56]=[C:55]([F:57])[CH:54]=[CH:53][C:30]=1[O:31][C:32]1[CH:37]=[CH:36][C:35]([NH:38][S:39]([CH2:42][CH3:43])(=[O:41])=[O:40])=[CH:34][C:33]=1B1OC(C)(C)C(C)(C)O1. (2) The reactants are: [Cl:1][C:2]1[C:3]([C:8]2[CH:9]=[C:10]3[C:14](=[CH:15][CH:16]=2)[NH:13][N:12]=[C:11]3[NH:17][C:18]2[S:19][C:20]([CH:23]=O)=[CH:21][N:22]=2)=[N:4][CH:5]=[CH:6][CH:7]=1.[C:25]([N:28]1[CH2:33][CH2:32][NH:31][CH2:30][CH2:29]1)(=[O:27])[CH3:26].[Na].C(=O)([O-])O.[Na+]. Given the product [C:25]([N:28]1[CH2:33][CH2:32][N:31]([CH2:23][C:20]2[S:19][C:18]([NH:17][C:11]3[C:10]4[C:14](=[CH:15][CH:16]=[C:8]([C:3]5[C:2]([Cl:1])=[CH:7][CH:6]=[CH:5][N:4]=5)[CH:9]=4)[NH:13][N:12]=3)=[N:22][CH:21]=2)[CH2:30][CH2:29]1)(=[O:27])[CH3:26], predict the reactants needed to synthesize it. (3) Given the product [C:32]([OH:38])(=[O:37])[CH2:33][C:34]([OH:36])=[O:35].[S:1]1[CH:5]=[CH:4][C:3]2[C:6]([N:10]3[CH2:11][CH2:12][N:13]([CH2:16][CH2:17][CH2:18][CH2:19][O:20][C:21]4[CH:30]=[C:29]5[C:24]([CH:25]=[CH:26][C:27](=[O:31])[NH:28]5)=[CH:23][CH:22]=4)[CH2:14][CH2:15]3)=[CH:7][CH:8]=[CH:9][C:2]1=2, predict the reactants needed to synthesize it. The reactants are: [S:1]1[CH:5]=[CH:4][C:3]2[C:6]([N:10]3[CH2:15][CH2:14][N:13]([CH2:16][CH2:17][CH2:18][CH2:19][O:20][C:21]4[CH:30]=[C:29]5[C:24]([CH:25]=[CH:26][C:27](=[O:31])[NH:28]5)=[CH:23][CH:22]=4)[CH2:12][CH2:11]3)=[CH:7][CH:8]=[CH:9][C:2]1=2.[C:32]([OH:38])(=[O:37])[CH2:33][C:34]([OH:36])=[O:35].